From a dataset of Full USPTO retrosynthesis dataset with 1.9M reactions from patents (1976-2016). Predict the reactants needed to synthesize the given product. Given the product [C:1]([NH:4][CH:7]([OH:8])[C:6]([OH:10])=[O:9])(=[O:3])[CH3:2], predict the reactants needed to synthesize it. The reactants are: [C:1]([NH2:4])(=[O:3])[CH3:2].O.[C:6]([OH:10])(=[O:9])[CH:7]=[O:8].